This data is from Full USPTO retrosynthesis dataset with 1.9M reactions from patents (1976-2016). The task is: Predict the reactants needed to synthesize the given product. (1) Given the product [CH2:21]([N:1]([CH2:50][C:49]1[CH:62]=[CH:63][CH:46]=[CH:47][CH:48]=1)[CH2:2][CH2:3][N:4]1[C:8](=[O:9])/[C:7](=[CH:10]/[C:11]2[CH:16]=[CH:15][C:14]([O:17][CH2:18][CH3:19])=[CH:13][CH:12]=2)/[S:6][C:5]1=[O:20])[C:22]1[CH:27]=[CH:26][CH:25]=[CH:24][CH:23]=1, predict the reactants needed to synthesize it. The reactants are: [NH2:1][CH2:2][CH2:3][N:4]1[C:8](=[O:9])/[C:7](=[CH:10]/[C:11]2[CH:16]=[CH:15][C:14]([O:17][CH2:18][CH3:19])=[CH:13][CH:12]=2)/[S:6][C:5]1=[O:20].[CH:21](=O)[C:22]1[CH:27]=[CH:26][CH:25]=[CH:24][CH:23]=1.C(O[BH-](OC(=O)C)OC(=O)C)(=O)C.[Na+].C(O[C:46]1[CH:63]=[CH:62][C:49](/[CH:50]=C2/C(=O)N(CCNC)C(=O)S/2)=[CH:48][CH:47]=1)C. (2) Given the product [NH2:1][C:4]1[CH:5]=[CH:6][C:7]([N:10]2[CH2:14][CH2:13][NH:12][C:11]2=[O:15])=[CH:8][CH:9]=1, predict the reactants needed to synthesize it. The reactants are: [N+:1]([C:4]1[CH:9]=[CH:8][C:7]([N:10]2[CH2:14][CH2:13][NH:12][C:11]2=[O:15])=[CH:6][CH:5]=1)([O-])=O.[H][H]. (3) Given the product [CH2:11]([S:9][C:4]1[CH:3]=[C:2]([Cl:1])[CH:7]=[C:6]([Cl:8])[CH:5]=1)[CH3:12], predict the reactants needed to synthesize it. The reactants are: [Cl:1][C:2]1[CH:3]=[C:4]([SH:9])[CH:5]=[C:6]([Cl:8])[CH:7]=1.I[CH2:11][CH3:12].C(=O)([O-])[O-].[K+].[K+].C(Cl)Cl.